Dataset: Full USPTO retrosynthesis dataset with 1.9M reactions from patents (1976-2016). Task: Predict the reactants needed to synthesize the given product. (1) Given the product [CH2:1]([N:6]1[C:10]([CH:13]([OH:14])[CH3:12])=[CH:9][CH:8]=[N:7]1)[CH2:2][CH2:3][CH2:4][CH3:5], predict the reactants needed to synthesize it. The reactants are: [CH2:1]([N:6]1[CH:10]=[CH:9][CH:8]=[N:7]1)[CH2:2][CH2:3][CH2:4][CH3:5].C1C[O:14][CH2:13][CH2:12]1.C(=O)C.[NH4+].[Cl-]. (2) The reactants are: [BH4-].[Na+].[O:3]=[C:4]([CH2:16][CH2:17][CH2:18][CH2:19][CH2:20][C:21]([CH3:26])([CH3:25])[C:22]([OH:24])=[O:23])[CH2:5][CH2:6][CH2:7][CH2:8][CH2:9][C:10]([CH3:15])([CH3:14])[C:11]([OH:13])=[O:12].C(OCC)(=O)C.Cl. Given the product [OH:3][CH:4]([CH2:16][CH2:17][CH2:18][CH2:19][CH2:20][C:21]([CH3:26])([CH3:25])[C:22]([OH:24])=[O:23])[CH2:5][CH2:6][CH2:7][CH2:8][CH2:9][C:10]([CH3:15])([CH3:14])[C:11]([OH:13])=[O:12], predict the reactants needed to synthesize it.